From a dataset of Forward reaction prediction with 1.9M reactions from USPTO patents (1976-2016). Predict the product of the given reaction. Given the reactants [C:1]([C:3]1C=[C:14]2[C:6]([C:7]3[C:8](=[O:30])[C:9]4[CH:21]=[CH:20][C:19]([O:22][S:23]([C:26]([F:29])([F:28])[F:27])(=[O:25])=[O:24])=[CH:18][C:10]=4[C:11]([CH3:17])([CH3:16])[C:12]=3[NH:13]2)=[CH:5][CH:4]=1)#[N:2].OC1C=CC2C(=O)C3C4C=CC(C#N)=NC=4[NH:39]C=3C(C)(C)C=2C=1, predict the reaction product. The product is: [C:1]([C:3]1[CH:4]=[CH:5][C:6]2[C:7]3[C:8](=[O:30])[C:9]4[CH:21]=[CH:20][C:19]([O:22][S:23]([C:26]([F:29])([F:27])[F:28])(=[O:24])=[O:25])=[CH:18][C:10]=4[C:11]([CH3:16])([CH3:17])[C:12]=3[NH:13][C:14]=2[N:39]=1)#[N:2].